Dataset: Reaction yield outcomes from USPTO patents with 853,638 reactions. Task: Predict the reaction yield, written as a fraction of the theoretical maximum amount of product (1.0 means a 100% yield; for example, 0.34 means a 34% yield). (1) The catalyst is C(O)C. The product is [OH:1][C:3]1([CH2:2][NH:21][C:17]2([CH3:16])[CH2:20][CH2:19][CH2:18]2)[CH2:8][CH2:7][N:6]([C:9]([O:11][C:12]([CH3:15])([CH3:14])[CH3:13])=[O:10])[CH2:5][CH2:4]1. The yield is 0.960. The reactants are [O:1]1[C:3]2([CH2:8][CH2:7][N:6]([C:9]([O:11][C:12]([CH3:15])([CH3:14])[CH3:13])=[O:10])[CH2:5][CH2:4]2)[CH2:2]1.[CH3:16][C:17]1([NH2:21])[CH2:20][CH2:19][CH2:18]1.[Al]. (2) The reactants are [CH3:1][O:2][CH2:3][CH2:4][N:5]1[C:13]2[CH:12]3[CH2:14][CH:9]([CH2:10][CH2:11]3)[C:8]=2[C:7]([CH:15]=[O:16])=[N:6]1.[Br:17][C@H:18]1[C:24](=[O:25])[N:23]2[C@@H:19]1[S:20][CH:21]=[C:22]2[C:26]([O:28][CH2:29][C:30]1[CH:35]=[CH:34][C:33]([N+:36]([O-:38])=[O:37])=[CH:32][CH:31]=1)=[O:27].[CH3:39][CH2:40][O:41]CC.[Mg+2].[Br-].[Br-].CCN(CC)CC.[Al].C(OC(=O)C)(=O)C. The yield is 0.620. The product is [C:40]([O:16][CH:15]([C:7]1[C:8]2[CH:9]3[CH2:14][CH:12]([CH2:11][CH2:10]3)[C:13]=2[N:5]([CH2:4][CH2:3][O:2][CH3:1])[N:6]=1)[C:18]1([Br:17])[C:24](=[O:25])[N:23]2[C@@H:19]1[S:20][CH:21]=[C:22]2[C:26]([O:28][CH2:29][C:30]1[CH:35]=[CH:34][C:33]([N+:36]([O-:38])=[O:37])=[CH:32][CH:31]=1)=[O:27])(=[O:41])[CH3:39]. The catalyst is CCOC(C)=O.C1COCC1.C(#N)C. (3) The reactants are O[Li].O.[O:4]([C:11]1[CH:12]=[C:13]([CH:31]=[CH:32][CH:33]=1)[CH2:14][O:15][C:16]12[CH2:22][C:19]([CH2:23][CH:24]3[CH2:26][CH:25]3[C:27]([O:29]C)=[O:28])([CH2:20][CH2:21]1)[CH2:18][CH2:17]2)[C:5]1[CH:10]=[CH:9][CH:8]=[CH:7][CH:6]=1.Cl. The catalyst is C1COCC1.O.CCOC(C)=O. The product is [O:4]([C:11]1[CH:12]=[C:13]([CH:31]=[CH:32][CH:33]=1)[CH2:14][O:15][C:16]12[CH2:22][C:19]([CH2:23][CH:24]3[CH2:26][CH:25]3[C:27]([OH:29])=[O:28])([CH2:18][CH2:17]1)[CH2:20][CH2:21]2)[C:5]1[CH:6]=[CH:7][CH:8]=[CH:9][CH:10]=1. The yield is 0.730. (4) The reactants are [NH:1]1[C:9]2[C:4](=[CH:5][C:6]([C:10]#[N:11])=[CH:7][CH:8]=2)[CH:3]=[N:2]1.[Br:12]Br.Cl. The catalyst is CO.[OH-].[Na+]. The product is [Br:12][C:3]1[C:4]2[C:9](=[CH:8][CH:7]=[C:6]([C:10]#[N:11])[CH:5]=2)[NH:1][N:2]=1. The yield is 0.920. (5) The product is [CH3:1][C:2]1[CH:10]=[CH:9][C:8]([CH:11]2[CH2:16][CH2:15][CH2:14][N:13]([C:17]([C:19]3[S:23][C:22]([C:24]4[CH:25]=[CH:26][C:27]([C:30]([F:33])([F:31])[F:32])=[CH:28][CH:29]=4)=[N:21][C:20]=3[CH3:34])=[O:18])[CH2:12]2)=[CH:7][C:3]=1[C:4]#[N:6]. The yield is 0.970. The reactants are [CH3:1][C:2]1[CH:10]=[CH:9][C:8]([C@H:11]2[CH2:16][CH2:15][CH2:14][N:13]([C:17]([C:19]3[S:23][C:22]([C:24]4[CH:29]=[CH:28][C:27]([C:30]([F:33])([F:32])[F:31])=[CH:26][CH:25]=4)=[N:21][C:20]=3[CH3:34])=[O:18])[CH2:12]2)=[CH:7][C:3]=1[C:4]([NH2:6])=O.FC(F)(F)C(OC(=O)C(F)(F)F)=O. The catalyst is N1C=CC=CC=1.C(OCC)C. (6) The reactants are [CH2:1]([N:5]1[CH:9]=[CH:8][N:7]=[CH:6]1)[CH2:2][CH2:3][CH3:4].[Cl:10][CH2:11][CH2:12][CH2:13][CH2:14][CH2:15][CH3:16]. The catalyst is C1(C)C=CC=CC=1. The product is [Cl-:10].[CH2:1]([N+:5]1[CH:9]=[CH:8][N:7]([CH2:11][CH2:12][CH2:13][CH2:14][CH2:15][CH3:16])[CH:6]=1)[CH2:2][CH2:3][CH3:4]. The yield is 0.900.